Predict the product of the given reaction. From a dataset of Forward reaction prediction with 1.9M reactions from USPTO patents (1976-2016). (1) Given the reactants [F:1][C:2]([C:5]1[O:9][C:8]([CH2:10][N:11]2[CH:15]=[C:14]([NH2:16])[CH:13]=[N:12]2)=[CH:7][CH:6]=1)([F:4])[CH3:3].[CH3:17][O:18][C:19]1[CH:20]=[C:21]([C:25]2[O:29][C:28]([CH3:30])=[N:27][C:26]=2[C:31](O)=[O:32])[CH:22]=[CH:23][CH:24]=1, predict the reaction product. The product is: [F:4][C:2]([C:5]1[O:9][C:8]([CH2:10][N:11]2[CH:15]=[C:14]([NH:16][C:31]([C:26]3[N:27]=[C:28]([CH3:30])[O:29][C:25]=3[C:21]3[CH:22]=[CH:23][CH:24]=[C:19]([O:18][CH3:17])[CH:20]=3)=[O:32])[CH:13]=[N:12]2)=[CH:7][CH:6]=1)([F:1])[CH3:3]. (2) Given the reactants [CH3:1][C:2]([CH:5]=O)([CH3:4])[CH3:3].Cl.[NH2:8][OH:9].[OH-].[Na+].CC1C=CC(S([N-:22]Cl)(=O)=O)=CC=1.O.O.O.[Na+].[C:28](OC)(=O)[C:29]#[CH:30].[OH-].[NH4+:35], predict the reaction product. The product is: [C:2]([C:5]1[CH:30]=[C:29]([C:28]([NH2:22])=[NH:35])[O:9][N:8]=1)([CH3:4])([CH3:3])[CH3:1]. (3) Given the reactants C([O:3]C(=O)C1C=C(Br)C=NC=1)C.N1C=CC=C(B(O)O)C=1.[O-]P([O-])([O-])=O.[K+].[K+].[K+].[CH:30]1[CH:35]=[CH:34][C:33]([P:36]([C:43]2[CH:48]=[CH:47][CH:46]=[CH:45][CH:44]=2)[C:37]2[CH:42]=[CH:41][CH:40]=[CH:39][CH:38]=2)=[CH:32][CH:31]=1, predict the reaction product. The product is: [P:36]([C:33]1[CH:32]=[CH:31][CH:30]=[CH:35][CH:34]=1)([C:43]1[CH:48]=[CH:47][CH:46]=[CH:45][CH:44]=1)([C:37]1[CH:42]=[CH:41][CH:40]=[CH:39][CH:38]=1)=[O:3]. (4) Given the reactants [Cl:1][C:2]1[CH:24]=[CH:23][CH:22]=[C:21]([Cl:25])[C:3]=1[CH2:4][CH:5]1[CH2:9][CH2:8][N:7]([CH:10]2[CH2:15][CH2:14][CH:13]([CH2:16][C:17](O)=[O:18])[CH2:12][CH2:11]2)[C:6]1=[O:20].C(N1C=CN=C1)(N1C=CN=C1)=O.[F:38][C:39]1[CH:48]=[CH:47][C:42]([C:43](=[N:45]O)[NH2:44])=[CH:41][CH:40]=1, predict the reaction product. The product is: [Cl:1][C:2]1[CH:24]=[CH:23][CH:22]=[C:21]([Cl:25])[C:3]=1[CH2:4][CH:5]1[CH2:9][CH2:8][N:7]([CH:10]2[CH2:11][CH2:12][CH:13]([CH2:16][C:17]3[O:18][N:45]=[C:43]([C:42]4[CH:47]=[CH:48][C:39]([F:38])=[CH:40][CH:41]=4)[N:44]=3)[CH2:14][CH2:15]2)[C:6]1=[O:20]. (5) Given the reactants [CH2:1]([OH:10])[CH:2]([OH:9])[CH:3]([OH:8])[CH:4]([OH:7])[CH:5]=[O:6].O=C[C@@H]([C@H]([C@@H](CO)O)O)O, predict the reaction product. The product is: [CH2:5]([OH:6])[C@@H:4]([C@H:3]([C@@H:2]([CH2:1][OH:10])[OH:9])[OH:8])[OH:7]. (6) Given the reactants [Br:1][C:2]1[CH:3]=[CH:4][C:5]([OH:11])=[C:6]([C:8](=O)[CH3:9])[CH:7]=1.C(=O)([O-])[O-].[K+].[K+].Br[CH2:19][C:20]([CH:22]1[CH2:27][CH2:26][CH2:25][CH2:24][CH2:23]1)=[O:21], predict the reaction product. The product is: [Br:1][C:2]1[CH:3]=[CH:4][C:5]2[O:11][C:19]([C:20]([CH:22]3[CH2:27][CH2:26][CH2:25][CH2:24][CH2:23]3)=[O:21])=[C:8]([CH3:9])[C:6]=2[CH:7]=1.